Task: Predict the reactants needed to synthesize the given product.. Dataset: Full USPTO retrosynthesis dataset with 1.9M reactions from patents (1976-2016) (1) Given the product [I:11][C:10]1[N:17]([CH2:18][CH:19]([CH3:21])[CH3:20])[CH:16]=[N:15][C:14]=1[C:13]#[N:12], predict the reactants needed to synthesize it. The reactants are: C(ON=O)CC(C)C.I[CH2:10][I:11].[NH2:12][C:13]1[N:17]([CH2:18][CH:19]([CH3:21])[CH3:20])[CH:16]=[N:15][C:14]=1C#N. (2) Given the product [I:22][C:8]1[N:7]([CH3:6])[C:11]2[CH:12]=[CH:13][C:14]([CH2:16][N:17]3[CH2:21][CH2:20][CH2:19][CH2:18]3)=[CH:15][C:10]=2[N:9]=1, predict the reactants needed to synthesize it. The reactants are: C([Li])CCC.[CH3:6][N:7]1[C:11]2[CH:12]=[CH:13][C:14]([CH2:16][N:17]3[CH2:21][CH2:20][CH2:19][CH2:18]3)=[CH:15][C:10]=2[N:9]=[CH:8]1.[I:22]N1C(=O)CCC1=O. (3) Given the product [C:19]([CH2:18][N:17]([CH2:16][CH2:15][N:10]([CH2:11][C:12]([OH:14])=[O:13])[CH2:9][CH2:8][N:6]([CH2:7][C:2](=[O:1])[NH:36][CH2:37][CH2:38][CH2:39][CH2:40][CH2:41][CH2:42][CH2:43][CH2:44][CH2:45][CH2:46][C:47]([OH:49])=[O:48])[CH2:5][C:4]([OH:28])=[O:3])[CH2:22][C:23]([OH:25])=[O:24])([OH:21])=[O:20], predict the reactants needed to synthesize it. The reactants are: [O:1]=[C:2]1[CH2:7][N:6]([CH2:8][CH2:9][N:10]([CH2:15][CH2:16][N:17]([CH2:22][C:23]([O:25]CC)=[O:24])[CH2:18][C:19]([OH:21])=[O:20])[CH2:11][C:12]([OH:14])=[O:13])[CH2:5][C:4](=[O:28])[O:3]1.C(N(CC)CC)C.[NH2:36][CH2:37][CH2:38][CH2:39][CH2:40][CH2:41][CH2:42][CH2:43][CH2:44][CH2:45][CH2:46][C:47]([OH:49])=[O:48]. (4) Given the product [Si:1]([O:8][C:9]1[CH:14]=[C:13]([CH3:15])[C:12]([C:16]2[CH:21]=[CH:20][CH:19]=[C:18]([CH2:22][OH:23])[CH:17]=2)=[C:11]([CH3:24])[C:10]=1[Cl:25])([C:4]([CH3:5])([CH3:7])[CH3:6])([CH3:3])[CH3:2], predict the reactants needed to synthesize it. The reactants are: [Si:1]([O:8][C:9]1[CH:14]=[C:13]([CH3:15])[C:12]([C:16]2[CH:21]=[CH:20][CH:19]=[C:18]([CH:22]=[O:23])[CH:17]=2)=[C:11]([CH3:24])[C:10]=1[Cl:25])([C:4]([CH3:7])([CH3:6])[CH3:5])([CH3:3])[CH3:2].CO.[BH4-].[Na+].O. (5) Given the product [Si:1]([O:18][C@@H:19]1[CH2:20][C@H:21]([C:26]([O:28][CH3:29])=[O:27])[CH2:22][C@H:23]([OH:33])[C@H:24]1[CH3:25])([C:14]([CH3:17])([CH3:15])[CH3:16])([C:8]1[CH:13]=[CH:12][CH:11]=[CH:10][CH:9]=1)[C:2]1[CH:3]=[CH:4][CH:5]=[CH:6][CH:7]=1, predict the reactants needed to synthesize it. The reactants are: [Si:1]([O:18][C@H:19]1[C:24]([CH3:25])=[CH:23][CH2:22][C@@H:21]([C:26]([O:28][CH3:29])=[O:27])[CH2:20]1)([C:14]([CH3:17])([CH3:16])[CH3:15])([C:8]1[CH:13]=[CH:12][CH:11]=[CH:10][CH:9]=1)[C:2]1[CH:7]=[CH:6][CH:5]=[CH:4][CH:3]=1.OO.C([O-])(O)=[O:33].[Na+].O.CCOC(C)=O. (6) Given the product [NH2:6][C:7]1[CH:8]=[CH:9][CH:10]=[CH:11][C:1]=1[C:2]([NH:15][NH:14][C:13]([O:17][CH2:18][CH3:19])=[O:16])=[O:4], predict the reactants needed to synthesize it. The reactants are: [C:1]12[C:7](=[CH:8][CH:9]=[CH:10][CH:11]=1)[NH:6]C(=O)[O:4][C:2]2=O.[C:13]([O:17][CH2:18][CH3:19])(=[O:16])[NH:14][NH2:15].C(O)C. (7) Given the product [CH:38]1([NH:34][C:23](=[O:24])[C:22]2[CH:26]=[CH:27][C:19]([N:16]3[CH2:15][CH2:14][N:13]([CH2:12][C:9]4[CH:10]=[N:11][C:5]5[N:4]6[CH2:28][CH2:29][CH2:30][CH2:31][C@H:3]6[C:2](=[O:1])[NH:7][C:6]=5[CH:8]=4)[CH2:18][CH2:17]3)=[N:20][CH:21]=2)[CH2:40][CH2:39]1, predict the reactants needed to synthesize it. The reactants are: [O:1]=[C:2]1[NH:7][C:6]2[CH:8]=[C:9]([CH2:12][N:13]3[CH2:18][CH2:17][N:16]([C:19]4[CH:27]=[CH:26][C:22]([C:23](O)=[O:24])=[CH:21][N:20]=4)[CH2:15][CH2:14]3)[CH:10]=[N:11][C:5]=2[N:4]2[CH2:28][CH2:29][CH2:30][CH2:31][C@@H:3]12.C([N:34]([CH:38]([CH3:40])[CH3:39])C(C)C)C.C1(N)CC1.